From a dataset of Catalyst prediction with 721,799 reactions and 888 catalyst types from USPTO. Predict which catalyst facilitates the given reaction. Reactant: [CH3:1][O:2][C:3]1[CH:8]=[C:7]([CH3:9])[C:6]([S:10]([N:13]([CH2:15][C:16]2[O:20][CH:19]=[C:18]([C:21]([OH:23])=O)[CH:17]=2)[CH3:14])(=[O:12])=[O:11])=[C:5]([CH3:24])[CH:4]=1.CCN=C=NCCCN(C)C.C1C=NC2N(O)N=NC=2C=1.CCN(C(C)C)C(C)C.[NH:55]1[C@@H:59]2[CH2:60][CH2:61][CH2:62][CH2:63][C@H:58]2[N:57]=[C:56]1[C:64]1[CH:69]=[CH:68][C:67]([CH2:70][CH2:71][NH2:72])=[CH:66][CH:65]=1. Product: [NH:57]1[C@@H:58]2[CH2:63][CH2:62][CH2:61][CH2:60][C@H:59]2[N:55]=[C:56]1[C:64]1[CH:65]=[CH:66][C:67]([CH2:70][CH2:71][NH:72][C:21]([C:18]2[CH:17]=[C:16]([CH2:15][N:13]([S:10]([C:6]3[C:7]([CH3:9])=[CH:8][C:3]([O:2][CH3:1])=[CH:4][C:5]=3[CH3:24])(=[O:11])=[O:12])[CH3:14])[O:20][CH:19]=2)=[O:23])=[CH:68][CH:69]=1. The catalyst class is: 3.